From a dataset of Peptide-MHC class II binding affinity with 134,281 pairs from IEDB. Regression. Given a peptide amino acid sequence and an MHC pseudo amino acid sequence, predict their binding affinity value. This is MHC class II binding data. (1) The peptide sequence is MKNLVWNDELAYVAQ. The MHC is HLA-DQA10101-DQB10501 with pseudo-sequence HLA-DQA10101-DQB10501. The binding affinity (normalized) is 0.411. (2) The peptide sequence is VTKDTNDNNLYKLHG. The MHC is HLA-DQA10102-DQB10501 with pseudo-sequence HLA-DQA10102-DQB10501. The binding affinity (normalized) is 0.284. (3) The peptide sequence is EKKYFAATQFEPLDA. The MHC is HLA-DPA10103-DPB10601 with pseudo-sequence HLA-DPA10103-DPB10601. The binding affinity (normalized) is 0.969. (4) The peptide sequence is YTDVFSLDPTFTIETT. The MHC is DRB3_0202 with pseudo-sequence DRB3_0202. The binding affinity (normalized) is 0.302. (5) The peptide sequence is IVGRGDSRLTYQWHK. The MHC is DRB4_0101 with pseudo-sequence DRB4_0103. The binding affinity (normalized) is 0.787.